From a dataset of Forward reaction prediction with 1.9M reactions from USPTO patents (1976-2016). Predict the product of the given reaction. (1) The product is: [CH:15]1([CH2:21][N:4]2[C:5]3[C:10](=[CH:9][CH:8]=[C:7]([C:11]([O:13][CH3:14])=[O:12])[CH:6]=3)[C:2]([CH3:1])=[CH:3]2)[CH2:20][CH2:19][CH2:18][CH2:17][CH2:16]1. Given the reactants [CH3:1][C:2]1[C:10]2[C:5](=[CH:6][C:7]([C:11]([O:13][CH3:14])=[O:12])=[CH:8][CH:9]=2)[NH:4][CH:3]=1.[CH:15]1([CH2:21]Br)[CH2:20][CH2:19][CH2:18][CH2:17][CH2:16]1.[OH-].[K+], predict the reaction product. (2) Given the reactants [H-].[Al+3].[Li+].[H-].[H-].[H-].[CH3:7][NH:8][C:9]1[C:14]([C:15](OCC)=[O:16])=[CH:13][N:12]=[C:11]([S:20][CH3:21])[N:10]=1, predict the reaction product. The product is: [CH3:7][NH:8][C:9]1[C:14]([CH2:15][OH:16])=[CH:13][N:12]=[C:11]([S:20][CH3:21])[N:10]=1. (3) Given the reactants F[C:2](F)(F)[C:3]1[CH:8]=[CH:7][C:6]([N:9]=[C:10]=[O:11])=[CH:5][CH:4]=1.[NH2:14][CH:15]1[CH2:20][CH2:19][N:18]([C:21](=[O:26])[CH:22]([CH3:25])[CH2:23]C)[CH2:17][CH2:16]1.[CH2:27](Cl)Cl, predict the reaction product. The product is: [CH2:2]([CH:3]1[CH2:8][CH2:7][CH:6]([NH:9][C:10]([NH:14][CH:15]2[CH2:20][CH2:19][N:18]([C:21](=[O:26])[CH:22]([CH3:25])[CH3:23])[CH2:17][CH2:16]2)=[O:11])[CH2:5][CH2:4]1)[CH3:27]. (4) The product is: [C:41]1([N:47]2[C:59]3[CH:58]=[CH:57][C:56]([C:24]4[CH:34]=[C:33]([C:35]([O:37][CH2:38][CH3:39])=[O:36])[C:32]([C:18]5[CH:19]=[CH:20][C:15]6[N:47]([C:41]7[CH:42]=[CH:43][CH:44]=[CH:45][CH:46]=7)[C:48]7[C:21]([C:16]=6[CH:17]=5)=[CH:52][CH:51]=[CH:50][CH:49]=7)=[CH:31][C:25]=4[C:26]([O:28][CH2:29][CH3:30])=[O:27])=[CH:55][C:54]=3[C:53]3[C:48]2=[CH:49][CH:50]=[CH:51][CH:52]=3)[CH:46]=[CH:45][CH:44]=[CH:43][CH:42]=1. Given the reactants [C:16]1([CH3:21])[CH:17]=[CH:18][CH:19]=[CH:20][C:15]=1P([C:15]1[CH:20]=[CH:19][CH:18]=[CH:17][C:16]=1[CH3:21])[C:15]1[CH:20]=[CH:19][CH:18]=[CH:17][C:16]=1[CH3:21].Br[C:24]1[CH:34]=[C:33]([C:35]([O:37][CH2:38][CH3:39])=[O:36])[C:32](Br)=[CH:31][C:25]=1[C:26]([O:28][CH2:29][CH3:30])=[O:27].[C:41]1([N:47]2[C:59]3[CH:58]=[CH:57][C:56](B(O)O)=[CH:55][C:54]=3[C:53]3[C:48]2=[CH:49][CH:50]=[CH:51][CH:52]=3)[CH:46]=[CH:45][CH:44]=[CH:43][CH:42]=1.P([O-])([O-])([O-])=O.[K+].[K+].[K+], predict the reaction product. (5) The product is: [CH3:1][C:2]1[CH:3]=[C:4]([CH:30]=[CH:31][C:32]=1[CH3:33])[CH2:5][CH:6]([CH2:10][C:11]([N:12]1[CH2:13][CH2:14][CH:15]([N:18]2[CH2:27][C:26]3[C:21](=[CH:22][CH:23]=[CH:24][CH:25]=3)[NH:20][C:19]2=[O:28])[CH2:16][CH2:17]1)=[O:29])[C:7]([N:44]1[CH2:43][CH2:42][N:41]([CH:38]2[CH2:39][CH2:40][N:35]([CH3:34])[CH2:36][CH2:37]2)[CH2:46][CH2:45]1)=[O:8]. Given the reactants [CH3:1][C:2]1[CH:3]=[C:4]([CH:30]=[CH:31][C:32]=1[CH3:33])[CH2:5][CH:6]([CH2:10][C:11](=[O:29])[N:12]1[CH2:17][CH2:16][CH:15]([N:18]2[CH2:27][C:26]3[C:21](=[CH:22][CH:23]=[CH:24][CH:25]=3)[NH:20][C:19]2=[O:28])[CH2:14][CH2:13]1)[C:7](O)=[O:8].[CH3:34][N:35]1[CH2:40][CH2:39][CH:38]([N:41]2[CH2:46][CH2:45][NH:44][CH2:43][CH2:42]2)[CH2:37][CH2:36]1, predict the reaction product.